From a dataset of Full USPTO retrosynthesis dataset with 1.9M reactions from patents (1976-2016). Predict the reactants needed to synthesize the given product. (1) Given the product [CH2:1]([NH:8][C:9]([C:11]1[CH:20]=[CH:19][C:18]2[C:13](=[C:14]([C:28]3[CH:27]=[CH:26][CH:25]=[C:24]([O:23][CH3:22])[CH:29]=3)[CH:15]=[N:16][CH:17]=2)[N:12]=1)=[O:10])[C:2]1[CH:7]=[CH:6][CH:5]=[CH:4][CH:3]=1, predict the reactants needed to synthesize it. The reactants are: [CH2:1]([NH:8][C:9]([C:11]1[CH:20]=[CH:19][C:18]2[C:13](=[C:14](Br)[CH:15]=[N:16][CH:17]=2)[N:12]=1)=[O:10])[C:2]1[CH:7]=[CH:6][CH:5]=[CH:4][CH:3]=1.[CH3:22][O:23][C:24]1[CH:25]=[C:26](B(O)O)[CH:27]=[CH:28][CH:29]=1.C(=O)([O-])[O-].[Cs+].[Cs+]. (2) Given the product [CH3:13][N:2]([CH2:3][C:4]1[CH:5]=[CH:6][C:7]([NH2:10])=[CH:8][CH:9]=1)[CH3:1], predict the reactants needed to synthesize it. The reactants are: [CH3:1][N:2]([CH3:13])[CH2:3][C:4]1[CH:9]=[CH:8][C:7]([N+:10]([O-])=O)=[CH:6][CH:5]=1.